This data is from Reaction yield outcomes from USPTO patents with 853,638 reactions. The task is: Predict the reaction yield, written as a fraction of the theoretical maximum amount of product (1.0 means a 100% yield; for example, 0.34 means a 34% yield). (1) The reactants are [NH:1]1[C:9]2[C:4](=[C:5]([CH:10]([C:14]3[CH:19]=[CH:18][CH:17]=[CH:16][CH:15]=3)[CH2:11][CH2:12][NH2:13])[CH:6]=[CH:7][CH:8]=2)[CH:3]=[CH:2]1.Cl[C:21]([O:23][CH3:24])=[O:22]. The catalyst is C(Cl)Cl. The product is [CH3:24][O:23][C:21](=[O:22])[NH:13][CH2:12][CH2:11][CH:10]([C:5]1[CH:6]=[CH:7][CH:8]=[C:9]2[C:4]=1[CH:3]=[CH:2][NH:1]2)[C:14]1[CH:15]=[CH:16][CH:17]=[CH:18][CH:19]=1. The yield is 0.980. (2) The reactants are Br[C:2]1[S:3][C:4]2[CH:10]=[C:9]([OH:11])[CH:8]=[CH:7][C:5]=2[N:6]=1.Cl.[CH:13]([N:16]1[CH2:21][CH2:20][NH:19][CH2:18][CH2:17]1)([CH3:15])[CH3:14].C(=O)([O-])[O-].[K+].[K+]. The catalyst is CN(C)C=O. The product is [CH:13]([N:16]1[CH2:21][CH2:20][N:19]([C:2]2[S:3][C:4]3[CH:10]=[C:9]([OH:11])[CH:8]=[CH:7][C:5]=3[N:6]=2)[CH2:18][CH2:17]1)([CH3:15])[CH3:14]. The yield is 0.180. (3) No catalyst specified. The reactants are [OH:1][CH2:2][CH2:3][CH2:4][CH2:5][C:6]#[C:7][CH2:8][O:9][C:10]1[CH:15]=[CH:14][C:13]([S:16]([N:19]2[CH2:24][CH2:23][S:22][C:21]([CH3:26])([CH3:25])[C@@H:20]2[C:27]([O:29][C:30]([CH3:33])([CH3:32])[CH3:31])=[O:28])(=[O:18])=[O:17])=[CH:12][CH:11]=1.[C:34](OC(=O)C)(=[O:36])[CH3:35].N1C=CC=CC=1. The yield is 0.970. The product is [C:34]([O:1][CH2:2][CH2:3][CH2:4][CH2:5][C:6]#[C:7][CH2:8][O:9][C:10]1[CH:15]=[CH:14][C:13]([S:16]([N:19]2[CH2:24][CH2:23][S:22][C:21]([CH3:26])([CH3:25])[C@@H:20]2[C:27]([O:29][C:30]([CH3:33])([CH3:32])[CH3:31])=[O:28])(=[O:18])=[O:17])=[CH:12][CH:11]=1)(=[O:36])[CH3:35]. (4) The product is [CH3:11][O:12][C:13](=[O:18])[C@@H:14]([CH3:17])[CH2:15][O:10][C:8]1[CH:7]=[CH:6][C:3]([C:4]#[N:5])=[C:2]([F:1])[CH:9]=1. The catalyst is C(OCC)(=O)C. The yield is 0.0800. The reactants are [F:1][C:2]1[CH:9]=[C:8]([OH:10])[CH:7]=[CH:6][C:3]=1[C:4]#[N:5].[CH3:11][O:12][C:13](=[O:18])[C@@H:14]([CH3:17])[CH2:15]O.C1(P(C2C=CC=CC=2)C2C=CC=CC=2)C=CC=CC=1.N(C(OCC)=O)=NC(OCC)=O. (5) The reactants are C(Cl)(=O)C(Cl)=O.CN(C)C=O.[C:12]([S:31][CH2:32][CH2:33][C:34](O)=[O:35])([C:25]1[CH:30]=[CH:29][CH:28]=[CH:27][CH:26]=1)([C:19]1[CH:24]=[CH:23][CH:22]=[CH:21][CH:20]=1)[C:13]1[CH:18]=[CH:17][CH:16]=[CH:15][CH:14]=1.C(SCCC(Cl)=O)(C1C=CC=CC=1)(C1C=CC=CC=1)C1C=CC=CC=1.[CH3:62][NH:63][C:64]1[S:65][C:66]([C:69]2[CH:70]=[N:71][CH:72]=[CH:73][CH:74]=2)=[N:67][N:68]=1. The catalyst is C1(C)C=CC=CC=1.CN(C)C1C=CN=CC=1.ClCCl.C(=O)(O)[O-].[Na+]. The product is [CH3:62][N:63]([C:64]1[S:65][C:66]([C:69]2[CH:70]=[N:71][CH:72]=[CH:73][CH:74]=2)=[N:67][N:68]=1)[C:34](=[O:35])[CH2:33][CH2:32][S:31][C:12]([C:13]1[CH:14]=[CH:15][CH:16]=[CH:17][CH:18]=1)([C:25]1[CH:26]=[CH:27][CH:28]=[CH:29][CH:30]=1)[C:19]1[CH:20]=[CH:21][CH:22]=[CH:23][CH:24]=1. The yield is 0.870. (6) The reactants are [CH3:1][O:2][C:3](=[O:33])[C:4]1[CH:9]=[CH:8][C:7]([CH2:10][N:11]2[CH:15]=[C:14]([C:16]3[CH:21]=[CH:20][C:19]([Cl:22])=[CH:18][C:17]=3[Cl:23])[N:13]=[C:12]2/[CH:24]=[CH:25]/[C:26]2[CH:31]=[CH:30][C:29](Br)=[CH:28][CH:27]=2)=[CH:6][CH:5]=1.[C:34]([C:38]1[CH:43]=[CH:42][C:41](B(O)O)=[CH:40][CH:39]=1)([CH3:37])([CH3:36])[CH3:35]. No catalyst specified. The product is [CH3:1][O:2][C:3](=[O:33])[C:4]1[CH:9]=[CH:8][C:7]([CH2:10][N:11]2[CH:15]=[C:14]([C:16]3[CH:21]=[CH:20][C:19]([Cl:22])=[CH:18][C:17]=3[Cl:23])[N:13]=[C:12]2/[CH:24]=[CH:25]/[C:26]2[CH:31]=[CH:30][C:29]([C:41]3[CH:42]=[CH:43][C:38]([C:34]([CH3:37])([CH3:36])[CH3:35])=[CH:39][CH:40]=3)=[CH:28][CH:27]=2)=[CH:6][CH:5]=1. The yield is 0.690. (7) The reactants are Cl[CH2:2][C:3]1[CH:8]=[CH:7][CH:6]=[CH:5][C:4]=1[CH2:9][C:10]([OH:12])=[O:11].[NH:13]1[CH2:18][CH2:17][O:16][CH2:15][CH2:14]1. The catalyst is C1COCC1.C(OCC)(=O)C. The product is [O:16]1[CH2:17][CH2:18][N:13]([CH2:2][C:3]2[CH:8]=[CH:7][CH:6]=[CH:5][C:4]=2[CH2:9][C:10]([OH:12])=[O:11])[CH2:14][CH2:15]1. The yield is 0.870. (8) The reactants are Br[C:2]1[CH:7]=[CH:6][N:5]=[C:4]([NH:8][C:9](=[O:15])[O:10][C:11]([CH3:14])([CH3:13])[CH3:12])[CH:3]=1.C(N(CC)CC)C.[C:23]([C:25]1[CH:26]=[C:27]([CH:29]=[CH:30][CH:31]=1)[NH2:28])#[CH:24]. The catalyst is O1CCCC1.[Cu]I.Cl[Pd](Cl)([P](C1C=CC=CC=1)(C1C=CC=CC=1)C1C=CC=CC=1)[P](C1C=CC=CC=1)(C1C=CC=CC=1)C1C=CC=CC=1. The product is [NH2:28][C:27]1[CH:26]=[C:25]([C:23]#[C:24][C:2]2[CH:7]=[CH:6][N:5]=[C:4]([NH:8][C:9](=[O:15])[O:10][C:11]([CH3:14])([CH3:13])[CH3:12])[CH:3]=2)[CH:31]=[CH:30][CH:29]=1. The yield is 0.160. (9) The reactants are [Br:1][C:2]1[CH:7]=[CH:6][C:5]([CH2:8]Cl)=[CH:4][C:3]=1[Cl:10].[CH3:11][CH2:12][N:13](CC)[CH2:14][CH3:15].N1CCCC1. The catalyst is C1COCC1. The product is [Br:1][C:2]1[CH:7]=[CH:6][C:5]([CH2:8][N:13]2[CH2:14][CH2:15][CH2:11][CH2:12]2)=[CH:4][C:3]=1[Cl:10]. The yield is 0.900.